Dataset: Full USPTO retrosynthesis dataset with 1.9M reactions from patents (1976-2016). Task: Predict the reactants needed to synthesize the given product. (1) Given the product [Br:1][C:2]1[CH:3]=[CH:4][C:5]2[NH:12][CH2:11][CH2:10][CH2:9][C:8]([C:22]([O:24][CH3:25])=[O:23])=[CH:7][C:6]=2[CH:26]=1, predict the reactants needed to synthesize it. The reactants are: [Br:1][C:2]1[CH:3]=[CH:4][C:5]2[N:12](CC3C=CC(OC)=CC=3)[CH2:11][CH2:10][CH2:9][C:8]([C:22]([O:24][CH3:25])=[O:23])=[CH:7][C:6]=2[CH:26]=1.FC(F)(F)C(O)=O. (2) Given the product [C:1]([C:3]1[CH:8]=[CH:7][C:6]([F:9])=[CH:5][C:4]=1[C:10]1[C:15]([C:16](=[N:29][OH:30])[NH2:17])=[CH:14][C:13]([C:18]([F:21])([F:19])[F:20])=[CH:12][C:11]=1[C:22]1[CH:23]=[CH:24][C:25]([OH:28])=[CH:26][CH:27]=1)#[CH:2], predict the reactants needed to synthesize it. The reactants are: [C:1]([C:3]1[CH:8]=[CH:7][C:6]([F:9])=[CH:5][C:4]=1[C:10]1[C:15]([C:16]#[N:17])=[CH:14][C:13]([C:18]([F:21])([F:20])[F:19])=[CH:12][C:11]=1[C:22]1[CH:27]=[CH:26][C:25]([OH:28])=[CH:24][CH:23]=1)#[CH:2].[NH2:29][OH:30]. (3) Given the product [C:17]([O:21][C:22]([N:24]1[CH2:29][CH2:28][CH:27]([N:30]([C:14]([C:12]2[N:13]=[C:9]([C:6]3[CH:5]=[CH:4][C:3]([C:1]#[N:2])=[CH:8][CH:7]=3)[S:10][CH:11]=2)=[O:16])[CH:31]2[CH2:32][CH2:33]2)[CH2:26][CH2:25]1)=[O:23])([CH3:20])([CH3:18])[CH3:19], predict the reactants needed to synthesize it. The reactants are: [C:1]([C:3]1[CH:8]=[CH:7][C:6]([C:9]2[S:10][CH:11]=[C:12]([C:14]([OH:16])=O)[N:13]=2)=[CH:5][CH:4]=1)#[N:2].[C:17]([O:21][C:22]([N:24]1[CH2:29][CH2:28][CH:27]([NH:30][CH:31]2[CH2:33][CH2:32]2)[CH2:26][CH2:25]1)=[O:23])([CH3:20])([CH3:19])[CH3:18]. (4) Given the product [Cl:22][C:23]1[CH:35]=[CH:34][C:26]2[N:27]([CH:31]([CH3:33])[CH3:32])[C:28]([S:30][C:2]3[C:3](=[O:21])[O:4][C:5]([CH2:19][CH3:20])([CH2:9][CH2:10][C:11]4[CH:16]=[CH:15][C:14]([O:17][CH3:18])=[CH:13][CH:12]=4)[CH2:6][C:7]=3[OH:8])=[N:29][C:25]=2[CH:24]=1, predict the reactants needed to synthesize it. The reactants are: Cl[C:2]1[C:3](=[O:21])[O:4][C:5]([CH2:19][CH3:20])([CH2:9][CH2:10][C:11]2[CH:16]=[CH:15][C:14]([O:17][CH3:18])=[CH:13][CH:12]=2)[CH2:6][C:7]=1[OH:8].[Cl:22][C:23]1[CH:35]=[CH:34][C:26]2[N:27]([CH:31]([CH3:33])[CH3:32])[C:28]([SH:30])=[N:29][C:25]=2[CH:24]=1. (5) Given the product [C:33]([C:36]1[CH:37]=[CH:38][N:39]([C:42]2[CH:43]=[CH:44][C:45]([CH:48]=[CH:11][C:10]3[CH:9]=[CH:8][C:7](/[CH:6]=[CH:5]/[C:2]([OH:4])=[O:3])=[CH:32][CH:31]=3)=[N:46][CH:47]=2)[CH2:40][CH:41]=1)(=[O:35])[CH3:34], predict the reactants needed to synthesize it. The reactants are: [Br-].[C:2](/[CH:5]=[CH:6]/[C:7]1[CH:32]=[CH:31][C:10]([CH2:11][P+](C2C=CC=CC=2)(C2C=CC=CC=2)C2C=CC=CC=2)=[CH:9][CH:8]=1)([OH:4])=[O:3].[C:33]([C:36]1[CH:41]=[CH:40][N:39]([C:42]2[CH:43]=[CH:44][C:45]([CH:48]=O)=[N:46][CH:47]=2)[CH2:38][CH:37]=1)(=[O:35])[CH3:34]. (6) Given the product [CH:25]1([CH:31]2[NH:13][C:6]3[CH:5]=[CH:4][C:3]([C:1]4[CH:20]=[CH:19][CH:18]=[CH:17][C:16]=4[O:15][CH3:14])=[CH:8][C:7]=3[S:9](=[O:11])(=[O:10])[NH:12]2)[CH2:26][CH2:27][CH2:28][CH2:29][CH2:30]1, predict the reactants needed to synthesize it. The reactants are: [C:1]([C:3]1[CH:4]=[CH:5][C:6]([NH2:13])=[C:7]([S:9]([NH2:12])(=[O:11])=[O:10])[CH:8]=1)#N.[CH3:14][O:15][C:16]1C=[CH:20][CH:19]=[CH:18][C:17]=1B(O)O.[CH:25]1([CH:31]=O)[CH2:30][CH2:29][CH2:28][CH2:27][CH2:26]1. (7) Given the product [CH2:18]([S:17][C:7]1[N:8]=[C:9]([NH:10][C@H:11]([CH:14]([CH3:16])[CH3:15])[CH2:12][OH:13])[C:4]2[S:3][C:2]([Cl:31])=[N:25][C:5]=2[N:6]=1)[C:19]1[CH:24]=[CH:23][CH:22]=[CH:21][CH:20]=1, predict the reactants needed to synthesize it. The reactants are: N[C:2]1[S:3][C:4]2[C:9]([NH:10][C@H:11]([CH:14]([CH3:16])[CH3:15])[CH2:12][OH:13])=[N:8][C:7]([S:17][CH2:18][C:19]3[CH:24]=[CH:23][CH:22]=[CH:21][CH:20]=3)=[N:6][C:5]=2[N:25]=1.N([O-])=O.[Na+].O.[ClH:31]. (8) Given the product [F:21][C:20]1[C:19]2[CH2:18][CH2:17][CH2:16][CH2:15][C:14]=2[N:13]2[CH2:22][CH2:23][N:10]([C:6]3[N:5]=[CH:4][CH:3]=[C:2]([C:30]4[CH:29]=[C:28]([NH:41][C:42]5[CH:47]=[CH:46][CH:45]=[CH:44][N:43]=5)[C:27](=[O:48])[N:26]([CH3:25])[CH:31]=4)[C:7]=3[CH:8]=[O:9])[C:11](=[O:24])[C:12]=12, predict the reactants needed to synthesize it. The reactants are: Cl[C:2]1[C:7]([CH:8]=[O:9])=[C:6]([N:10]2[CH2:23][CH2:22][N:13]3[C:14]4[CH2:15][CH2:16][CH2:17][CH2:18][C:19]=4[C:20]([F:21])=[C:12]3[C:11]2=[O:24])[N:5]=[CH:4][CH:3]=1.[CH3:25][N:26]1[CH:31]=[C:30](B2OC(C)(C)C(C)(C)O2)[CH:29]=[C:28]([NH:41][C:42]2[CH:47]=[CH:46][CH:45]=[CH:44][N:43]=2)[C:27]1=[O:48].C([O-])(=O)C.[Na+].[O-]P([O-])([O-])=O.[K+].[K+].[K+]. (9) Given the product [CH2:1]([O:5][C:6]1[N:14]=[C:13]2[C:9]([NH:10][C:11](=[O:41])[N:12]2[CH2:15][CH:16]2[CH2:21][CH2:20][N:19]([CH2:22][CH2:23][CH2:24][N:25]([CH2:27][CH2:28][O:29][C:30]3[CH:35]=[CH:34][CH:33]=[C:32]([CH2:36][C:37]([OH:39])=[O:38])[CH:31]=3)[CH3:26])[CH2:18][CH2:17]2)=[C:8]([NH2:42])[N:7]=1)[CH2:2][CH2:3][CH3:4], predict the reactants needed to synthesize it. The reactants are: [CH2:1]([O:5][C:6]1[N:14]=[C:13]2[C:9]([NH:10][C:11](=[O:41])[N:12]2[CH2:15][CH:16]2[CH2:21][CH2:20][N:19]([CH2:22][CH2:23][CH2:24][N:25]([CH2:27][CH2:28][O:29][C:30]3[CH:35]=[CH:34][CH:33]=[C:32]([CH2:36][C:37]([O:39]C)=[O:38])[CH:31]=3)[CH3:26])[CH2:18][CH2:17]2)=[C:8]([NH2:42])[N:7]=1)[CH2:2][CH2:3][CH3:4].[OH-].[Na+].Cl.